This data is from Forward reaction prediction with 1.9M reactions from USPTO patents (1976-2016). The task is: Predict the product of the given reaction. (1) Given the reactants [Cl:1][C:2]1[CH:7]=[C:6]([Cl:8])[CH:5]=[CH:4][C:3]=1[C@@:9]1([CH2:32][N:33]2[CH:37]=[CH:36][N:35]=[CH:34]2)[O:13][C@H:12]([CH2:14][O:15][C:16]2[CH:21]=[CH:20][C:19]([N:22]3[CH2:27][CH2:26][N:25]([S:28]([CH3:31])(=[O:30])=[O:29])[CH2:24][CH2:23]3)=[CH:18][CH:17]=2)[CH2:11][O:10]1.[CH3:38][CH:39](C)[CH2:40]S(Cl)(=O)=O.CS(Cl)(=O)=O, predict the reaction product. The product is: [Cl:1][C:2]1[CH:7]=[C:6]([Cl:8])[CH:5]=[CH:4][C:3]=1[C@@:9]1([CH2:32][N:33]2[CH:37]=[CH:36][N:35]=[CH:34]2)[O:13][C@H:12]([CH2:14][O:15][C:16]2[CH:21]=[CH:20][C:19]([N:22]3[CH2:27][CH2:26][N:25]([S:28]([CH2:31][CH:39]([CH3:40])[CH3:38])(=[O:30])=[O:29])[CH2:24][CH2:23]3)=[CH:18][CH:17]=2)[CH2:11][O:10]1. (2) The product is: [NH:38]1[C:39]2[C:44](=[CH:43][CH:42]=[CH:41][CH:40]=2)[C:36]([C:33]2[CH2:34][CH2:35][N:30]([CH2:12][CH:13]3[O:22][C:21]4[C:16](=[CH:17][CH:18]=[C:19]5[NH:25][C:24]([C:26]([F:27])([F:29])[F:28])=[N:23][C:20]5=4)[O:15][CH2:14]3)[CH2:31][CH:32]=2)=[CH:37]1. Given the reactants CC1C=CC(S(O[CH2:12][C@@H:13]2[O:22][C:21]3[C:16](=[CH:17][CH:18]=[C:19]4[NH:25][C:24]([C:26]([F:29])([F:28])[F:27])=[N:23][C:20]4=3)[O:15][CH2:14]2)(=O)=O)=CC=1.[NH:30]1[CH2:35][CH:34]=[C:33]([C:36]2[C:44]3[C:39](=[CH:40][CH:41]=[CH:42][CH:43]=3)[NH:38][CH:37]=2)[CH2:32][CH2:31]1, predict the reaction product. (3) Given the reactants C([NH:9][C:10]([NH:12][C:13]1[CH:18]=[CH:17][CH:16]=[CH:15][C:14]=1[N:19]1[C:28]2[C:23](=[CH:24][CH:25]=[CH:26][CH:27]=2)[C:22]([CH3:30])([CH3:29])[CH2:21][CH2:20]1)=[S:11])(=O)C1C=CC=CC=1, predict the reaction product. The product is: [CH3:29][C:22]1([CH3:30])[C:23]2[C:28](=[CH:27][CH:26]=[CH:25][CH:24]=2)[N:19]([C:14]2[CH:15]=[CH:16][CH:17]=[CH:18][C:13]=2[NH:12][C:10]([NH2:9])=[S:11])[CH2:20][CH2:21]1. (4) The product is: [CH:23]1([C:19]2[CH:20]=[C:21]([CH3:22])[C:16]([N:13]3[CH2:14][CH2:15][N:10]([C:8]([C:5]4[CH:6]=[CH:7][C:2]([N:36]5[CH2:37][CH2:38][N:34]([CH3:33])[C:35]5=[O:39])=[CH:3][C:4]=4[N:26]4[CH2:30][CH2:29][CH2:28][S:27]4(=[O:32])=[O:31])=[O:9])[CH2:11][CH2:12]3)=[N:17][CH:18]=2)[CH2:25][CH2:24]1. Given the reactants Br[C:2]1[CH:7]=[CH:6][C:5]([C:8]([N:10]2[CH2:15][CH2:14][N:13]([C:16]3[C:21]([CH3:22])=[CH:20][C:19]([CH:23]4[CH2:25][CH2:24]4)=[CH:18][N:17]=3)[CH2:12][CH2:11]2)=[O:9])=[C:4]([N:26]2[CH2:30][CH2:29][CH2:28][S:27]2(=[O:32])=[O:31])[CH:3]=1.[CH3:33][N:34]1[CH2:38][CH2:37][NH:36][C:35]1=[O:39], predict the reaction product. (5) Given the reactants C([N:8]1[CH2:16][C:15]2[C:10](=[CH:11][CH:12]=[C:13]([C:17]3([OH:21])[CH2:20][O:19][CH2:18]3)[CH:14]=2)[CH2:9]1)C1C=CC=CC=1.[H][H], predict the reaction product. The product is: [CH2:9]1[C:10]2[C:15](=[CH:14][C:13]([C:17]3([OH:21])[CH2:18][O:19][CH2:20]3)=[CH:12][CH:11]=2)[CH2:16][NH:8]1. (6) Given the reactants Br[CH:2]([CH2:7][CH2:8]Br)[C:3]([O:5][CH3:6])=[O:4].Cl.[F:11][C:12]([F:22])([F:21])[CH2:13][N:14]1[CH2:19][CH2:18][CH:17]([NH2:20])[CH2:16][CH2:15]1, predict the reaction product. The product is: [F:22][C:12]([F:11])([F:21])[CH2:13][N:14]1[CH2:19][CH2:18][CH:17]([N:20]2[CH2:8][CH2:7][CH:2]2[C:3]([O:5][CH3:6])=[O:4])[CH2:16][CH2:15]1. (7) Given the reactants C(O)[C@H]1O[C@H](OC[C@@H](O)[C@@H](O)[C@H](O)C(O)CO)[C@H](O)[C@@H](O)[C@@H]1O.C1(C)CCC(C(C)C)C(O)C1.C(=O)([O-])[O-].[Na+].[Na+].O.O.OC(C(C(C(O)=O)O)O)=O.[N:53]1[CH:58]=[C:57]([CH:59]2[CH2:64][CH2:63][CH2:62][N:60]2[CH3:61])[CH:56]=[CH:55][CH:54]=1, predict the reaction product. The product is: [N:53]1[CH:58]=[C:57]([CH:59]2[CH2:64][CH2:63][CH2:62][N:60]2[CH3:61])[CH:56]=[CH:55][CH:54]=1.